Dataset: Reaction yield outcomes from USPTO patents with 853,638 reactions. Task: Predict the reaction yield, written as a fraction of the theoretical maximum amount of product (1.0 means a 100% yield; for example, 0.34 means a 34% yield). (1) The reactants are [Cl:1][C:2]1[CH:3]=[C:4]([C:8]2[C:13]([O:14][CH3:15])=[CH:12][CH:11]=[C:10]([CH2:16][C:17]3[CH:18]=[C:19]([NH2:23])[CH:20]=[CH:21][CH:22]=3)[CH:9]=2)[CH:5]=[CH:6][CH:7]=1.N1C=CC=CC=1.[CH3:30][S:31](Cl)(=[O:33])=[O:32]. The catalyst is O. The product is [Cl:1][C:2]1[CH:3]=[C:4]([C:8]2[C:13]([O:14][CH3:15])=[CH:12][CH:11]=[C:10]([CH2:16][C:17]3[CH:18]=[C:19]([NH:23][S:31]([CH3:30])(=[O:33])=[O:32])[CH:20]=[CH:21][CH:22]=3)[CH:9]=2)[CH:5]=[CH:6][CH:7]=1. The yield is 0.550. (2) The reactants are Br[C:2]1[C:3]([C:23]2[CH:28]=[CH:27][C:26]([Cl:29])=[CH:25][CH:24]=2)=[CH:4][C:5]2[N:6]([C:8]([CH2:11][C:12]3[C:13]([CH3:22])=[N:14][C:15]([C:18]([F:21])([F:20])[F:19])=[CH:16][CH:17]=3)=[N:9][N:10]=2)[CH:7]=1.[Cl:30][C:31]1[CH:36]=[C:35]([Cl:37])[CH:34]=[CH:33][C:32]=1B(O)O.C([O-])([O-])=O.[K+].[K+].ClC1C=CC(C2C(C3C=CC(Cl)=CC=3Cl)=CN3C(CC4C=NC(C(F)(F)F)=CC=4)=NN=C3C=2)=CC=1. The catalyst is O1CCOCC1.O.C1C=CC([P]([Pd]([P](C2C=CC=CC=2)(C2C=CC=CC=2)C2C=CC=CC=2)([P](C2C=CC=CC=2)(C2C=CC=CC=2)C2C=CC=CC=2)[P](C2C=CC=CC=2)(C2C=CC=CC=2)C2C=CC=CC=2)(C2C=CC=CC=2)C2C=CC=CC=2)=CC=1. The product is [Cl:29][C:26]1[CH:27]=[CH:28][C:23]([C:3]2[C:2]([C:34]3[CH:33]=[CH:32][C:31]([Cl:30])=[CH:36][C:35]=3[Cl:37])=[CH:7][N:6]3[C:8]([CH2:11][C:12]4[C:13]([CH3:22])=[N:14][C:15]([C:18]([F:20])([F:19])[F:21])=[CH:16][CH:17]=4)=[N:9][N:10]=[C:5]3[CH:4]=2)=[CH:24][CH:25]=1. The yield is 0.500. (3) The product is [CH2:8]=[C:9]1[CH2:14][CH2:13][N:12]([C:15]([O:16][CH2:20][C:21]2[CH:26]=[CH:25][CH:24]=[CH:23][CH:22]=2)=[O:18])[CH2:11][CH2:10]1. The catalyst is C1COCC1.O. The reactants are OC(C(F)(F)F)=O.[CH2:8]=[C:9]1[CH2:14][CH2:13][NH:12][CH2:11][CH2:10]1.[C:15](=[O:18])(O)[O-:16].[Na+].[C:20](Cl)(=O)[C:21]1[CH:26]=[CH:25][CH:24]=[CH:23][CH:22]=1. The yield is 0.520. (4) The reactants are O[Li].O.[CH2:4]([C:6]1[CH:11]=[C:10]([C:12]2[S:16][C:15]([C:17]([O:19]C)=[O:18])=[CH:14][CH:13]=2)[CH:9]=[CH:8][N:7]=1)[CH3:5]. The catalyst is C1COCC1.O. The product is [CH2:4]([C:6]1[CH:11]=[C:10]([C:12]2[S:16][C:15]([C:17]([OH:19])=[O:18])=[CH:14][CH:13]=2)[CH:9]=[CH:8][N:7]=1)[CH3:5]. The yield is 0.760. (5) The reactants are [Na].[CH3:2][O:3][C:4](=[O:17])[CH:5]=[CH:6][C:7]1[CH:12]=[CH:11][CH:10]=[C:9]([S:13](O)(=[O:15])=[O:14])[CH:8]=1.S(Cl)([Cl:20])=O. The catalyst is CN(C)C=O. The product is [CH3:2][O:3][C:4](=[O:17])[CH:5]=[CH:6][C:7]1[CH:12]=[CH:11][CH:10]=[C:9]([S:13]([Cl:20])(=[O:15])=[O:14])[CH:8]=1. The yield is 0.970. (6) The reactants are [NH2:1][C:2]1[NH:6][N:5]=[C:4]([C:7]2[CH:12]=[CH:11][C:10]([O:13][C:14]3[CH:19]=[CH:18][CH:17]=[CH:16][CH:15]=3)=[CH:9][CH:8]=2)[C:3]=1[C:20]#[N:21].[OH2:22]. The catalyst is OP(O)(O)=O. The product is [NH2:1][C:2]1[NH:6][N:5]=[C:4]([C:7]2[CH:8]=[CH:9][C:10]([O:13][C:14]3[CH:19]=[CH:18][CH:17]=[CH:16][CH:15]=3)=[CH:11][CH:12]=2)[C:3]=1[C:20]([NH2:21])=[O:22]. The yield is 0.775. (7) The reactants are C(O[C:4](=O)[O:5][C:6]1[C:15]2[C:16](=[O:29])[N:17]([CH2:20][CH2:21][C:22]3[CH:27]=[CH:26][C:25]([F:28])=[CH:24][CH:23]=3)[C:18](=[O:19])[C:14]=2[C:13]([O:30][CH:31]([C:38]2[CH:43]=[CH:42][CH:41]=[CH:40][CH:39]=2)[C:32]2[CH:37]=[CH:36][CH:35]=[CH:34][CH:33]=2)=[C:12]2[C:7]=1[CH:8]=[CH:9][CH:10]=[N:11]2)C.O.C(=O)([O-])[O-].[K+].[K+].IC. The yield is 1.00. The product is [CH:31]([O:30][C:13]1[C:14]2[C:18](=[O:19])[N:17]([CH2:20][CH2:21][C:22]3[CH:23]=[CH:24][C:25]([F:28])=[CH:26][CH:27]=3)[C:16](=[O:29])[C:15]=2[C:6]([O:5][CH3:4])=[C:7]2[C:12]=1[N:11]=[CH:10][CH:9]=[CH:8]2)([C:32]1[CH:37]=[CH:36][CH:35]=[CH:34][CH:33]=1)[C:38]1[CH:43]=[CH:42][CH:41]=[CH:40][CH:39]=1. The catalyst is O1CCCC1.C(OCC)(=O)C. (8) The reactants are C(O)(C(F)(F)F)=O.[CH3:8][N:9]1[CH:13]=[C:12]([NH:14][C:15]2[N:16]=[C:17]([O:32][CH2:33][C@H:34]3[C@H:38]([CH3:39])[CH2:37][NH:36][CH2:35]3)[C:18]3[CH:23]=[CH:22][N:21]([CH2:24][O:25][CH2:26][CH2:27][Si:28]([CH3:31])([CH3:30])[CH3:29])[C:19]=3[N:20]=2)[CH:11]=[N:10]1.CCN(C(C)C)C(C)C.[C:49](Cl)(=[O:52])[CH:50]=[CH2:51]. The catalyst is C(Cl)Cl.C(Cl)Cl.CO. The product is [CH3:39][C@H:38]1[C@H:34]([CH2:33][O:32][C:17]2[C:18]3[CH:23]=[CH:22][N:21]([CH2:24][O:25][CH2:26][CH2:27][Si:28]([CH3:31])([CH3:30])[CH3:29])[C:19]=3[N:20]=[C:15]([NH:14][C:12]3[CH:11]=[N:10][N:9]([CH3:8])[CH:13]=3)[N:16]=2)[CH2:35][N:36]([C:49](=[O:52])[CH:50]=[CH2:51])[CH2:37]1. The yield is 1.00.